From a dataset of Full USPTO retrosynthesis dataset with 1.9M reactions from patents (1976-2016). Predict the reactants needed to synthesize the given product. (1) Given the product [Br:6][CH2:7][C:8](=[O:10])[CH2:20][NH:25][CH2:24][CH:23]1[CH2:21][CH2:22]1, predict the reactants needed to synthesize it. The reactants are: NCC1CC1.[Br:6][CH2:7][C:8]([OH:10])=O.CN(C(ON1N=N[C:21]2[CH:22]=[CH:23][CH:24]=[N:25][C:20]1=2)=[N+](C)C)C.F[P-](F)(F)(F)(F)F. (2) Given the product [C:37]1([C:30]2[O:31][C:32]([C:33]([F:34])([F:35])[F:36])=[C:28]([C:26]([NH:25][C:22]3[CH:21]=[CH:20][C:19]([CH:16]4[CH2:15][CH2:14][N:13]([C:10]5[CH:9]=[CH:8][C:7]([C:6]([OH:43])=[O:5])=[CH:12][CH:11]=5)[CH2:18][CH2:17]4)=[CH:24][CH:23]=3)=[O:27])[N:29]=2)[CH:42]=[CH:41][CH:40]=[CH:39][CH:38]=1, predict the reactants needed to synthesize it. The reactants are: C([O:5][C:6](=[O:43])[C:7]1[CH:12]=[CH:11][C:10]([N:13]2[CH2:18][CH2:17][CH:16]([C:19]3[CH:24]=[CH:23][C:22]([NH:25][C:26]([C:28]4[N:29]=[C:30]([C:37]5[CH:42]=[CH:41][CH:40]=[CH:39][CH:38]=5)[O:31][C:32]=4[C:33]([F:36])([F:35])[F:34])=[O:27])=[CH:21][CH:20]=3)[CH2:15][CH2:14]2)=[CH:9][CH:8]=1)(C)(C)C. (3) Given the product [NH2:1][CH2:4][C:5]1[CH:20]=[CH:19][C:8]([CH2:9][C:10]2[CH:15]=[CH:14][C:13]([N+:16]([O-:18])=[O:17])=[CH:12][CH:11]=2)=[CH:7][CH:6]=1, predict the reactants needed to synthesize it. The reactants are: [N:1]([CH2:4][C:5]1[CH:20]=[CH:19][C:8]([CH2:9][C:10]2[CH:15]=[CH:14][C:13]([N+:16]([O-:18])=[O:17])=[CH:12][CH:11]=2)=[CH:7][CH:6]=1)=[N+]=[N-].O.C1(P(C2C=CC=CC=2)C2C=CC=CC=2)C=CC=CC=1. (4) Given the product [C:38]1([C:44]2[CH:45]=[CH:46][C:47]([CH:48]=[CH:49][C:50]([OH:52])=[O:51])=[CH:53][CH:54]=2)[CH:39]=[CH:40][CH:41]=[CH:42][CH:43]=1.[C:38]1([C:44]2[CH:45]=[CH:46][C:47]([CH:48]=[CH:49][C:50]([OH:52])=[O:51])=[CH:53][CH:54]=2)[CH:39]=[CH:40][CH:41]=[CH:42][CH:43]=1.[NH2:1][C:2]([CH3:37])([CH3:36])[CH2:3][O:4][C:5]1[CH:10]=[CH:9][C:8]([NH:11][C:12]2[CH:13]=[CH:14][C:15]([CH2:18][CH2:19][NH:20][CH2:21][C@@H:22]([C:24]3[CH:33]=[CH:32][C:31]([OH:34])=[C:30]4[C:25]=3[CH:26]=[CH:27][C:28](=[O:35])[NH:29]4)[OH:23])=[CH:16][CH:17]=2)=[CH:7][CH:6]=1, predict the reactants needed to synthesize it. The reactants are: [NH2:1][C:2]([CH3:37])([CH3:36])[CH2:3][O:4][C:5]1[CH:10]=[CH:9][C:8]([NH:11][C:12]2[CH:17]=[CH:16][C:15]([CH2:18][CH2:19][NH:20][CH2:21][C@@H:22]([C:24]3[CH:33]=[CH:32][C:31]([OH:34])=[C:30]4[C:25]=3[CH:26]=[CH:27][C:28](=[O:35])[NH:29]4)[OH:23])=[CH:14][CH:13]=2)=[CH:7][CH:6]=1.[C:38]1([C:44]2[CH:54]=[CH:53][C:47]([CH:48]=[CH:49][C:50]([OH:52])=[O:51])=[CH:46][CH:45]=2)[CH:43]=[CH:42][CH:41]=[CH:40][CH:39]=1. (5) Given the product [CH3:16][O:1][CH2:2][C@@H:3]([N:5]1[C:13](=[O:14])[C:12]2[C:7](=[CH:8][CH:9]=[CH:10][CH:11]=2)[C:6]1=[O:15])[CH3:4], predict the reactants needed to synthesize it. The reactants are: [OH:1][CH2:2][C@@H:3]([N:5]1[C:13](=[O:14])[C:12]2[C:7](=[CH:8][CH:9]=[CH:10][CH:11]=2)[C:6]1=[O:15])[CH3:4].[CH3:16]I. (6) Given the product [O:18]=[C:17]([NH:1][C:2]1[CH:3]=[C:4]([CH:10]=[CH:11][C:12]=1[F:13])[C:5]([NH:7][CH2:8][CH3:9])=[O:6])[CH2:16][C:15](=[O:14])[CH2:21][CH3:22], predict the reactants needed to synthesize it. The reactants are: [NH2:1][C:2]1[CH:3]=[C:4]([CH:10]=[CH:11][C:12]=1[F:13])[C:5]([NH:7][CH2:8][CH3:9])=[O:6].[O:14]=[C:15]([CH2:21][CH3:22])[CH2:16][C:17](OC)=[O:18]. (7) The reactants are: [C:1]([O:5][C:6](=[O:13])[NH:7][C@H:8]([CH2:11][OH:12])[CH2:9][CH3:10])([CH3:4])([CH3:3])[CH3:2].C(N(CC)CC)C.C(O)(=O)CC(CC(O)=O)(C(O)=O)O. Given the product [CH:11]([C@@H:8]([NH:7][C:6](=[O:13])[O:5][C:1]([CH3:4])([CH3:3])[CH3:2])[CH2:9][CH3:10])=[O:12], predict the reactants needed to synthesize it.